Dataset: Forward reaction prediction with 1.9M reactions from USPTO patents (1976-2016). Task: Predict the product of the given reaction. (1) Given the reactants [CH2:1]([C@@H:3]1[CH2:8][CH2:7][C@H:6]([O:9][C:10]2[CH:19]=[C:18]3[C:13]([CH:14]=[CH:15][C:16]([CH:20]=[O:21])=[CH:17]3)=[CH:12][CH:11]=2)[CH2:5][CH2:4]1)[CH3:2].C1C(=O)N([Cl:29])C(=O)C1.C(O)(C(F)(F)F)=O, predict the reaction product. The product is: [Cl:29][C:19]1[C:10]([O:9][C@H:6]2[CH2:7][CH2:8][C@@H:3]([CH2:1][CH3:2])[CH2:4][CH2:5]2)=[CH:11][CH:12]=[C:13]2[C:18]=1[CH:17]=[C:16]([CH:20]=[O:21])[CH:15]=[CH:14]2. (2) Given the reactants [N:1]1([C:7]2[CH:8]=[C:9]([N:16]3[CH2:21][CH2:20][CH:19]([OH:22])[CH2:18][CH2:17]3)[CH:10]=[C:11]([N+:13]([O-])=O)[CH:12]=2)[CH2:6][CH2:5][O:4][CH2:3][CH2:2]1.[H][H], predict the reaction product. The product is: [NH2:13][C:11]1[CH:10]=[C:9]([N:16]2[CH2:21][CH2:20][CH:19]([OH:22])[CH2:18][CH2:17]2)[CH:8]=[C:7]([N:1]2[CH2:6][CH2:5][O:4][CH2:3][CH2:2]2)[CH:12]=1. (3) Given the reactants [NH2:1][CH:2]1[CH2:7][CH2:6][N:5]([C:8]([O:10][CH2:11][CH3:12])=[O:9])[CH2:4][CH2:3]1.Br[C:14]1[CH:19]=[CH:18][N:17]=[CH:16][CH:15]=1.CC(C)([O-])C.[Na+].C1(P(C2C=CC=CC=2)C2C=CC3C(=CC=CC=3)C=2C2C3C(=CC=CC=3)C=CC=2P(C2C=CC=CC=2)C2C=CC=CC=2)C=CC=CC=1, predict the reaction product. The product is: [N:17]1[CH:18]=[CH:19][C:14]([NH:1][CH:2]2[CH2:3][CH2:4][N:5]([C:8]([O:10][CH2:11][CH3:12])=[O:9])[CH2:6][CH2:7]2)=[CH:15][CH:16]=1. (4) Given the reactants Cl[C:2]1[N:7]=[C:6]2[N:8]([CH:11]3[CH2:16][CH2:15][CH2:14][CH2:13][O:12]3)[N:9]=[CH:10][C:5]2=[C:4]([C:17]2[CH:18]=[C:19]([NH:23][C:24](=[O:27])[CH:25]=[CH2:26])[CH:20]=[CH:21][CH:22]=2)[N:3]=1.[CH3:28][N:29]1[CH2:34][CH2:33][N:32]([C:35]2[CH:41]=[CH:40][C:38]([NH2:39])=[CH:37][CH:36]=2)[CH2:31][CH2:30]1.C(=O)([O-])[O-].[K+].[K+].CC1(C)C2C(=C(P(C3C=CC=CC=3)C3C=CC=CC=3)C=CC=2)OC2C(P(C3C=CC=CC=3)C3C=CC=CC=3)=CC=CC1=2, predict the reaction product. The product is: [CH3:28][N:29]1[CH2:30][CH2:31][N:32]([C:35]2[CH:41]=[CH:40][C:38]([NH:39][C:2]3[N:7]=[C:6]4[N:8]([CH:11]5[CH2:16][CH2:15][CH2:14][CH2:13][O:12]5)[N:9]=[CH:10][C:5]4=[C:4]([C:17]4[CH:18]=[C:19]([NH:23][C:24](=[O:27])[CH:25]=[CH2:26])[CH:20]=[CH:21][CH:22]=4)[N:3]=3)=[CH:37][CH:36]=2)[CH2:33][CH2:34]1. (5) The product is: [C:4]([C:3]1[CH:6]=[CH:7][CH:8]=[CH:9][C:2]=1[NH:1][C:20]([NH:19][C:11](=[O:18])[C:12]1[CH:13]=[CH:14][CH:15]=[CH:16][CH:17]=1)=[S:21])#[N:5]. Given the reactants [NH2:1][C:2]1[CH:9]=[CH:8][CH:7]=[C:6](C)[C:3]=1[C:4]#[N:5].[C:11]([N:19]=[C:20]=[S:21])(=[O:18])[C:12]1[CH:17]=[CH:16][CH:15]=[CH:14][CH:13]=1, predict the reaction product. (6) Given the reactants [C:1]([OH:10])(=[O:9])[CH:2]([CH2:6][CH2:7][CH3:8])[CH2:3][CH2:4][CH3:5].[OH-].[Na+:12], predict the reaction product. The product is: [C:1]([O-:10])(=[O:9])[CH:2]([CH2:6][CH2:7][CH3:8])[CH2:3][CH2:4][CH3:5].[Na+:12]. (7) Given the reactants CC(C[AlH]CC(C)C)C.[Br:10][C:11]1[CH:20]=[CH:19][C:14]([C:15](OC)=[O:16])=[CH:13][C:12]=1[CH3:21], predict the reaction product. The product is: [Br:10][C:11]1[CH:20]=[CH:19][C:14]([CH2:15][OH:16])=[CH:13][C:12]=1[CH3:21]. (8) Given the reactants Cl.[C:2]1([S:8]([N:11]2[C:23]3[CH2:22][N:21]([CH2:24][CH:25]([CH:34]4[CH2:39][CH2:38][C:37]([N:47]([CH3:49])[CH3:48])([C:40]5[CH:45]=[CH:44][CH:43]=[C:42]([F:46])[CH:41]=5)[CH2:36][CH2:35]4)[O:26][Si](C(C)(C)C)(C)C)[CH2:20][CH2:19][C:18]=3[C:17]3[C:12]2=[CH:13][CH:14]=[CH:15][CH:16]=3)(=[O:10])=[O:9])[CH:7]=[CH:6][CH:5]=[CH:4][CH:3]=1.[OH-].[Na+], predict the reaction product. The product is: [C:2]1([S:8]([N:11]2[C:23]3[CH2:22][N:21]([CH2:24][CH:25]([CH:34]4[CH2:35][CH2:36][C:37]([N:47]([CH3:49])[CH3:48])([C:40]5[CH:45]=[CH:44][CH:43]=[C:42]([F:46])[CH:41]=5)[CH2:38][CH2:39]4)[OH:26])[CH2:20][CH2:19][C:18]=3[C:17]3[C:12]2=[CH:13][CH:14]=[CH:15][CH:16]=3)(=[O:9])=[O:10])[CH:3]=[CH:4][CH:5]=[CH:6][CH:7]=1. (9) Given the reactants [NH2:1][CH2:2][CH2:3][C:4]1[N:8]=[CH:7][NH:6][CH:5]=1.[CH3:9][C:10]([CH3:12])=O, predict the reaction product. The product is: [CH3:9][C:10]1([CH3:12])[C:5]2[N:6]=[CH:7][NH:8][C:4]=2[CH2:3][CH2:2][NH:1]1. (10) Given the reactants [CH3:1][O:2][C:3]([C:5]1[S:14][C:8]2[N:9]=[CH:10][N:11]=[C:12](Cl)[C:7]=2[C:6]=1[OH:15])=[O:4].[CH3:16][O:17][C:18]1[CH:23]=[CH:22][C:21]([CH:24]([NH2:26])[CH3:25])=[CH:20][CH:19]=1.[CH2:27](N(CC)CC)C, predict the reaction product. The product is: [CH2:1]([O:2][C:3]([C:5]1[S:14][C:8]2[N:9]=[CH:10][N:11]=[C:12]([NH:26][CH:24]([C:21]3[CH:22]=[CH:23][C:18]([O:17][CH3:16])=[CH:19][CH:20]=3)[CH3:25])[C:7]=2[C:6]=1[OH:15])=[O:4])[CH3:27].